The task is: Predict the product of the given reaction.. This data is from Forward reaction prediction with 1.9M reactions from USPTO patents (1976-2016). (1) The product is: [CH2:28]([O:27][NH:14][C@H:12]1[CH2:13][N:8]([C:6]([O:5][C:1]([CH3:4])([CH3:3])[CH3:2])=[O:7])[C@H:9]([C:35]2[N:39]=[CH:38][O:37][N:36]=2)[CH2:10][CH2:11]1)[C:29]1[CH:34]=[CH:33][CH:32]=[CH:31][CH:30]=1. Given the reactants [C:1]([O:5][C:6]([N:8]1[CH2:13][C@H:12]([N:14]([O:27][CH2:28][C:29]2[CH:34]=[CH:33][CH:32]=[CH:31][CH:30]=2)S(C2C=CC=CC=2[N+]([O-])=O)(=O)=O)[CH2:11][CH2:10][C@H:9]1[C:35]1[N:39]=[CH:38][O:37][N:36]=1)=[O:7])([CH3:4])([CH3:3])[CH3:2].SCC(O)=O.O[Li].O.CCOC(C)=O, predict the reaction product. (2) Given the reactants [CH2:1]([N:8]1[CH2:12][CH2:11][C@H:10](OS(C)(=O)=O)[CH2:9]1)[C:2]1[CH:7]=[CH:6][CH:5]=[CH:4][CH:3]=1.C(=O)([O-])O.[Na+].C1(C)C=CC=CC=1.[C:30](#[N:32])C, predict the reaction product. The product is: [C:30]([C@@H:10]1[CH2:11][CH2:12][N:8]([CH2:1][C:2]2[CH:7]=[CH:6][CH:5]=[CH:4][CH:3]=2)[CH2:9]1)#[N:32].